From a dataset of Forward reaction prediction with 1.9M reactions from USPTO patents (1976-2016). Predict the product of the given reaction. (1) Given the reactants [CH3:1][C:2]1([CH3:15])[O:11][C:10]2[C:5](=[CH:6][C:7]([C:12]#[N:13])=[CH:8][CH:9]=2)[C@@H:4]2[O:14][C@H:3]12.[N:16]1[C:25]2[C:20](=[CH:21][CH:22]=[CH:23][CH:24]=2)[C:19]([OH:26])=[N:18][CH:17]=1, predict the reaction product. The product is: [OH:14][C@H:3]1[C@H:4]([O:26][C:19]2[C:20]3[C:25](=[CH:24][CH:23]=[CH:22][CH:21]=3)[N:16]=[CH:17][N:18]=2)[C:5]2[C:10](=[CH:9][CH:8]=[C:7]([C:12]#[N:13])[CH:6]=2)[O:11][C:2]1([CH3:15])[CH3:1]. (2) Given the reactants C(O[C:6]([NH:8][C@@H:9]([CH2:13][C:14]1[CH:19]=[C:18]([F:20])[CH:17]=[C:16]([F:21])[CH:15]=1)[C:10]([OH:12])=O)=[O:7])(C)(C)C.CN(C(ON1N=NC2C=CC=NC1=2)=[N+](C)C)C.F[P-](F)(F)(F)(F)F.[F:46][C:47]1[CH:55]=[CH:54][C:53]([NH:56][CH3:57])=[CH:52][C:48]=1[C:49]([NH2:51])=[O:50].CCN(C(C)C)C(C)C.[CH3:67][C:68]1[CH:73]=[CH:72][CH:71]=[CH:70][C:69]=1[S:74]([N:77]=C=O)(=[O:76])=[O:75], predict the reaction product. The product is: [F:20][C:18]1[CH:19]=[C:14]([CH2:13][C@H:9]([NH:8][C:6]([NH:77][S:74]([C:69]2[CH:70]=[CH:71][CH:72]=[CH:73][C:68]=2[CH3:67])(=[O:75])=[O:76])=[O:7])[C:10]([N:56]([C:53]2[CH:54]=[CH:55][C:47]([F:46])=[C:48]([CH:52]=2)[C:49]([NH2:51])=[O:50])[CH3:57])=[O:12])[CH:15]=[C:16]([F:21])[CH:17]=1.